From a dataset of Kinase inhibitor bioactivity data combining Ki, Kd, and IC50 measurements. Regression. Given a target protein amino acid sequence and a drug SMILES string, predict the binding affinity score between them. We predict KIBA score (integrated kinase binding score). Dataset: kiba. (1) The small molecule is N#Cc1ncc2nc1OCCCCCOc1cc(OCCO)c(Cl)cc1NC(=O)N2. The target protein (O96013) has sequence MFGKRKKRVEISAPSNFEHRVHTGFDQHEQKFTGLPRQWQSLIEESARRPKPLVDPACITSIQPGAPKTIVRGSKGAKDGALTLLLDEFENMSVTRSNSLRRDSPPPPARARQENGMPEEPATTARGGPGKAGSRGRFAGHSEAGGGSGDRRRAGPEKRPKSSREGSGGPQESSRDKRPLSGPDVGTPQPAGLASGAKLAAGRPFNTYPRADTDHPSRGAQGEPHDVAPNGPSAGGLAIPQSSSSSSRPPTRARGAPSPGVLGPHASEPQLAPPACTPAAPAVPGPPGPRSPQREPQRVSHEQFRAALQLVVDPGDPRSYLDNFIKIGEGSTGIVCIATVRSSGKLVAVKKMDLRKQQRRELLFNEVVIMRDYQHENVVEMYNSYLVGDELWVVMEFLEGGALTDIVTHTRMNEEQIAAVCLAVLQALSVLHAQGVIHRDIKSDSILLTHDGRVKLSDFGFCAQVSKEVPRRKSLVGTPYWMAPELISRLPYGPEVDIWS.... The KIBA score is 11.6. (2) The drug is Fc1ccc2[nH]c3cnccc3c2c1. The target protein (P24723) has sequence MSSGTMKFNGYLRVRIGEAVGLQPTRWSLRHSLFKKGHQLLDPYLTVSVDQVRVGQTSTKQKTNKPTYNEEFCANVTDGGHLELAVFHETPLGYDHFVANCTLQFQELLRTTGASDTFEGWVDLEPEGKVFVVITLTGSFTEATLQRDRIFKHFTRKRQRAMRRRVHQINGHKFMATYLRQPTYCSHCREFIWGVFGKQGYQCQVCTCVVHKRCHHLIVTACTCQNNINKVDSKIAEQRFGINIPHKFSIHNYKVPTFCDHCGSLLWGIMRQGLQCKICKMNVHIRCQANVAPNCGVNAVELAKTLAGMGLQPGNISPTSKLVSRSTLRRQGKESSKEGNGIGVNSSNRLGIDNFEFIRVLGKGSFGKVMLARVKETGDLYAVKVLKKDVILQDDDVECTMTEKRILSLARNHPFLTQLFCCFQTPDRLFFVMEFVNGGDLMFHIQKSRRFDEARARFYAAEIISALMFLHDKGIIYRDLKLDNVLLDHEGHCKLADFGM.... The KIBA score is 10.7. (3) The drug is CC(Nc1cc(-c2sc(C3CCN(C)CC3)nc2-c2ccc(F)cc2)ccn1)c1ccccc1. The target protein (P00519) has sequence MLEICLKLVGCKSKKGLSSSSSCYLEEALQRPVASDFEPQGLSEAARWNSKENLLAGPSENDPNLFVALYDFVASGDNTLSITKGEKLRVLGYNHNGEWCEAQTKNGQGWVPSNYITPVNSLEKHSWYHGPVSRNAAEYLLSSGINGSFLVRESESSPGQRSISLRYEGRVYHYRINTASDGKLYVSSESRFNTLAELVHHHSTVADGLITTLHYPAPKRNKPTVYGVSPNYDKWEMERTDITMKHKLGGGQYGEVYEGVWKKYSLTVAVKTLKEDTMEVEEFLKEAAVMKEIKHPNLVQLLGVCTREPPFYIITEFMTYGNLLDYLRECNRQEVNAVVLLYMATQISSAMEYLEKKNFIHRDLAARNCLVGENHLVKVADFGLSRLMTGDTYTAHAGAKFPIKWTAPESLAYNKFSIKSDVWAFGVLLWEIATYGMSPYPGIDLSQVYELLEKDYRMERPEGCPEKVYELMRACWQWNPSDRPSFAEIHQAFETMFQES.... The KIBA score is 11.1. (4) The compound is CC(C)(C)c1cc(NC(=O)Nc2cccc3ccccc23)n(-c2cccc(C(=O)NCC#N)c2)n1. The target protein (P17612) has sequence MGNAAAAKKGSEQESVKEFLAKAKEDFLKKWESPAQNTAHLDQFERIKTLGTGSFGRVMLVKHKETGNHYAMKILDKQKVVKLKQIEHTLNEKRILQAVNFPFLVKLEFSFKDNSNLYMVMEYVPGGEMFSHLRRIGRFSEPHARFYAAQIVLTFEYLHSLDLIYRDLKPENLLIDQQGYIQVTDFGFAKRVKGRTWTLCGTPEYLAPEIILSKGYNKAVDWWALGVLIYEMAAGYPPFFADQPIQIYEKIVSGKVRFPSHFSSDLKDLLRNLLQVDLTKRFGNLKNGVNDIKNHKWFATTDWIAIYQRKVEAPFIPKFKGPGDTSNFDDYEEEEIRVSINEKCGKEFSEF. The KIBA score is 11.2. (5) The compound is Cc1ccc(-c2nn(C(C)(C)C)c3ncnc(N)c23)cc1. The target protein (Q15303) has sequence MKPATGLWVWVSLLVAAGTVQPSDSQSVCAGTENKLSSLSDLEQQYRALRKYYENCEVVMGNLEITSIEHNRDLSFLRSVREVTGYVLVALNQFRYLPLENLRIIRGTKLYEDRYALAIFLNYRKDGNFGLQELGLKNLTEILNGGVYVDQNKFLCYADTIHWQDIVRNPWPSNLTLVSTNGSSGCGRCHKSCTGRCWGPTENHCQTLTRTVCAEQCDGRCYGPYVSDCCHRECAGGCSGPKDTDCFACMNFNDSGACVTQCPQTFVYNPTTFQLEHNFNAKYTYGAFCVKKCPHNFVVDSSSCVRACPSSKMEVEENGIKMCKPCTDICPKACDGIGTGSLMSAQTVDSSNIDKFINCTKINGNLIFLVTGIHGDPYNAIEAIDPEKLNVFRTVREITGFLNIQSWPPNMTDFSVFSNLVTIGGRVLYSGLSLLILKQQGITSLQFQSLKEISAGNIYITDNSNLCYYHTINWTTLFSTINQRIVIRDNRKAENCTAEG.... The KIBA score is 12.8. (6) The KIBA score is 11.1. The drug is CC(C)(C)c1nnc2ccc(-c3ocnc3-c3cc(F)c(F)cc3F)cn12. The target protein (Q9UGI9) has sequence MEPGLEHALRRTPSWSSLGGSEHQEMSFLEQENSSSWPSPAVTSSSERIRGKRRAKALRWTRQKSVEEGEPPGQGEGPRSRPAAESTGLEATFPKTTPLAQADPAGVGTPPTGWDCLPSDCTASAAGSSTDDVELATEFPATEAWECELEGLLEERPALCLSPQAPFPKLGWDDELRKPGAQIYMRFMQEHTCYDAMATSSKLVIFDTMLEIKKAFFALVANGVRAAPLWDSKKQSFVGMLTITDFILVLHRYYRSPLVQIYEIEQHKIETWREIYLQGCFKPLVSISPNDSLFEAVYTLIKNRIHRLPVLDPVSGNVLHILTHKRLLKFLHIFGSLLPRPSFLYRTIQDLGIGTFRDLAVVLETAPILTALDIFVDRRVSALPVVNECGQVVGLYSRFDVIHLAAQQTYNHLDMSVGEALRQRTLCLEGVLSCQPHESLGEVIDRIAREQVHRLVLVDETQHLLGVVSLSDILQALVLSPAGIDALGA. (7) The drug is O=C(Nc1n[nH]c2nc3ccccc3cc12)c1ccncc1. The target protein (Q7L7X3) has sequence MPSTNRAGSLKDPEIAELFFKEDPEKLFTDLREIGHGSFGAVYFARDVRTNEVVAIKKMSYSGKQSTEKWQDIIKEVKFLQRIKHPNSIEYKGCYLREHTAWLVMEYCLGSASDLLEVHKKPLQEVEIAAITHGALQGLAYLHSHTMIHRDIKAGNILLTEPGQVKLADFGSASMASPANSFVGTPYWMAPEVILAMDEGQYDGKVDVWSLGITCIELAERKPPLFNMNAMSALYHIAQNESPTLQSNEWSDYFRNFVDSCLQKIPQDRPTSEELLKHIFVLRERPETVLIDLIQRTKDAVRELDNLQYRKMKKLLFQEAHNGPAVEAQEEEEEQDHGVGRTGTVNSVGSNQSIPSMSISASSQSSSVNSLPDVSDDKSELDMMEGDHTVMSNSSVIHLKPEEENYREEGDPRTRASDPQSPPQVSRHKSHYRNREHFATIRTASLVTRQMQEHEQDSELREQMSGYKRMRRQHQKQLMTLENKLKAEMDEHRLRLDKDL.... The KIBA score is 11.1. (8) The target protein (Q9HCP0) has sequence MDHPSREKDERQRTTKPMAQRSAHCSRPSGSSSSSGVLMVGPNFRVGKKIGCGNFGELRLGKNLYTNEYVAIKLEPIKSRAPQLHLEYRFYKQLGSAGEGLPQVYYFGPCGKYNAMVLELLGPSLEDLFDLCDRTFTLKTVLMIAIQLLSRMEYVHSKNLIYRDVKPENFLIGRQGNKKEHVIHIIDFGLAKEYIDPETKKHIPYREHKSLTGTARYMSINTHLGKEQSRRDDLEALGHMFMYFLRGSLPWQGLKADTLKERYQKIGDTKRNTPIEALCENFPEEMATYLRYVRRLDFFEKPDYEYLRTLFTDLFEKKGYTFDYAYDWVGRPIPTPVGSVHVDSGASAITRESHTHRDRPSQQQPLRNQVVSSTNGELNVDDPTGAHSNAPITAHAEVEVVEEAKCCCFFKRKRKKTAQRHK. The drug is CC(C)(CO)c1nnc2ccc(-c3c(-c4ccc(F)cc4F)nc4occn34)nn12. The KIBA score is 11.3. (9) The small molecule is Oc1cccc(Nc2ncnc3scc(Cl)c23)c1. The target protein (Q9H2X6) has sequence MAPVYEGMASHVQVFSPHTLQSSAFCSVKKLKIEPSSNWDMTGYGSHSKVYSQSKNIPLSQPATTTVSTSLPVPNPSLPYEQTIVFPGSTGHIVVTSASSTSVTGQVLGGPHNLMRRSTVSLLDTYQKCGLKRKSEEIENTSSVQIIEEHPPMIQNNASGATVATATTSTATSKNSGSNSEGDYQLVQHEVLCSMTNTYEVLEFLGRGTFGQVVKCWKRGTNEIVAIKILKNHPSYARQGQIEVSILARLSTESADDYNFVRAYECFQHKNHTCLVFEMLEQNLYDFLKQNKFSPLPLKYIRPVLQQVATALMKLKSLGLIHADLKPENIMLVDPSRQPYRVKVIDFGSASHVSKAVCSTYLQSRYYRAPEIILGLPFCEAIDMWSLGCVIAELFLGWPLYPGASEYDQIRYISQTQGLPAEYLLSAGTKTTRFFNRDTDSPYPLWRLKTPDDHEAETGIKSKEARKYIFNCLDDMAQVNMTTDLEGSDMLVEKADRREF.... The KIBA score is 11.6. (10) The compound is Cc1cn2c(-c3ccnc(NCC(C)(C)CO)n3)c(-c3ccc(F)cc3F)nc2c(C)n1. The target protein (Q15303) has sequence MKPATGLWVWVSLLVAAGTVQPSDSQSVCAGTENKLSSLSDLEQQYRALRKYYENCEVVMGNLEITSIEHNRDLSFLRSVREVTGYVLVALNQFRYLPLENLRIIRGTKLYEDRYALAIFLNYRKDGNFGLQELGLKNLTEILNGGVYVDQNKFLCYADTIHWQDIVRNPWPSNLTLVSTNGSSGCGRCHKSCTGRCWGPTENHCQTLTRTVCAEQCDGRCYGPYVSDCCHRECAGGCSGPKDTDCFACMNFNDSGACVTQCPQTFVYNPTTFQLEHNFNAKYTYGAFCVKKCPHNFVVDSSSCVRACPSSKMEVEENGIKMCKPCTDICPKACDGIGTGSLMSAQTVDSSNIDKFINCTKINGNLIFLVTGIHGDPYNAIEAIDPEKLNVFRTVREITGFLNIQSWPPNMTDFSVFSNLVTIGGRVLYSGLSLLILKQQGITSLQFQSLKEISAGNIYITDNSNLCYYHTINWTTLFSTINQRIVIRDNRKAENCTAEG.... The KIBA score is 11.5.